Dataset: Catalyst prediction with 721,799 reactions and 888 catalyst types from USPTO. Task: Predict which catalyst facilitates the given reaction. (1) Reactant: [CH3:1][O:2][C:3]1[CH:8]=[CH:7][C:6]([CH3:9])=[CH:5][C:4]=1[CH:10]([C:15]1[CH:20]=[CH:19][CH:18]=[CH:17][CH:16]=1)[CH2:11][C:12]([OH:14])=O.[NH2:21][CH2:22][C:23]([NH:25][CH:26]1[CH:31]2[CH:27]1[CH2:28][N:29]([CH2:32][C:33]1[CH:38]=[CH:37][CH:36]=[CH:35][CH:34]=1)[CH2:30]2)=[O:24].C(OC(C(N)C(O)=O)=O)(C)(C)C.C(N1CC2C(C2N)C1)C1C=CC=CC=1.CN1CCOCC1.ON1C2C=CC=CC=2N=N1. Product: [CH2:32]([N:29]1[CH2:28][CH:27]2[CH:31]([CH:26]2[NH:25][C:23]([CH2:22][NH:21][C:12](=[O:14])[CH2:11][CH:10]([C:4]2[CH:5]=[C:6]([CH3:9])[CH:7]=[CH:8][C:3]=2[O:2][CH3:1])[C:15]2[CH:20]=[CH:19][CH:18]=[CH:17][CH:16]=2)=[O:24])[CH2:30]1)[C:33]1[CH:34]=[CH:35][CH:36]=[CH:37][CH:38]=1. The catalyst class is: 35. (2) Reactant: [Cl:1][C:2]1[CH:7]=[CH:6][CH:5]=[CH:4][C:3]=1[C:8]1[C:12]([C:13](Cl)=[O:14])=[C:11]([CH3:16])[O:10][N:9]=1.FC(F)(F)C(O)=O.[OH:24]/[N:25]=[C:26](\[NH2:36])/[CH2:27][C:28]1[CH:33]=[CH:32][C:31]([O:34][CH3:35])=[CH:30][CH:29]=1.C(N(C(C)C)CC)(C)C. Product: [Cl:1][C:2]1[CH:7]=[CH:6][CH:5]=[CH:4][C:3]=1[C:8]1[C:12]([C:13]([O:24]/[N:25]=[C:26](\[NH2:36])/[CH2:27][C:28]2[CH:33]=[CH:32][C:31]([O:34][CH3:35])=[CH:30][CH:29]=2)=[O:14])=[C:11]([CH3:16])[O:10][N:9]=1. The catalyst class is: 1. (3) The catalyst class is: 7. Product: [CH3:1][O:2][C:3]1[CH:4]=[C:5]2[C:9](=[CH:10][CH:11]=1)[N:8]([CH2:12][C:13]1[N:18]=[C:17]([C:19]3[NH:20][C:29](=[O:30])[O:22][N:21]=3)[CH:16]=[CH:15][CH:14]=1)[C:7]([C:23]1[CH:28]=[CH:27][CH:26]=[CH:25][CH:24]=1)=[CH:6]2. Reactant: [CH3:1][O:2][C:3]1[CH:4]=[C:5]2[C:9](=[CH:10][CH:11]=1)[N:8]([CH2:12][C:13]1[N:18]=[C:17]([C:19](=[N:21][OH:22])[NH2:20])[CH:16]=[CH:15][CH:14]=1)[C:7]([C:23]1[CH:28]=[CH:27][CH:26]=[CH:25][CH:24]=1)=[CH:6]2.[C:29](N1C=CN=C1)(N1C=CN=C1)=[O:30].N12CCCN=C1CCCCC2.Cl. (4) Reactant: [NH2:1][CH2:2][CH2:3][CH2:4][CH2:5][C:6]1[CH:7]=[C:8]2[C:13](=[CH:14][CH:15]=1)[CH:12]=[C:11]([O:16][CH2:17][CH2:18][CH2:19][NH:20][C:21](=[O:27])[O:22][C:23]([CH3:26])([CH3:25])[CH3:24])[CH:10]=[CH:9]2.[NH2:28][C:29]1[C:30]([C:37]([NH:39][C:40](SC)=[NH:41])=[O:38])=[N:31][C:32]([Cl:36])=[C:33]([NH2:35])[N:34]=1.CCN(C(C)C)C(C)C. Product: [NH2:28][C:29]1[C:30]([C:37]([NH:39][C:40](=[NH:41])[NH:1][CH2:2][CH2:3][CH2:4][CH2:5][C:6]2[CH:7]=[C:8]3[C:13](=[CH:14][CH:15]=2)[CH:12]=[C:11]([O:16][CH2:17][CH2:18][CH2:19][NH:20][C:21](=[O:27])[O:22][C:23]([CH3:24])([CH3:26])[CH3:25])[CH:10]=[CH:9]3)=[O:38])=[N:31][C:32]([Cl:36])=[C:33]([NH2:35])[N:34]=1. The catalyst class is: 14. (5) Reactant: C(Cl)(=O)C(Cl)=O.[O:7]1[CH2:11][CH2:10][CH:9]=[C:8]1/[CH:12]=[C:13](/[C:18]([O:20][CH2:21][CH3:22])=[O:19])\[CH2:14][C:15]([OH:17])=O.C([O-])(O)=O.[Na+]. Product: [OH:17][C:15]1[C:9]2[CH2:10][CH2:11][O:7][C:8]=2[CH:12]=[C:13]([C:18]([O:20][CH2:21][CH3:22])=[O:19])[CH:14]=1. The catalyst class is: 2. (6) Reactant: [F:1][C:2]([F:7])([F:6])[C:3]([NH2:5])=[O:4].CC(C)([O-])C.[Na+].BrN1C(C)(C)C(=O)N(Br)C1=O.[F:25][C:26]1[C:27]([C:51]2[CH:56]=[CH:55][C:54]([F:57])=[CH:53][C:52]=2[O:58][CH3:59])=[CH:28][C:29]([NH:32][C:33]2[CH:38]=[C:37]([CH2:39][S:40][CH2:41][CH2:42][NH:43][C:44](=[O:50])[O:45][C:46]([CH3:49])([CH3:48])[CH3:47])[CH:36]=[CH:35][N:34]=2)=[N:30][CH:31]=1.S([O-])([O-])=O.[Na+].[Na+]. Product: [F:25][C:26]1[C:27]([C:51]2[CH:56]=[CH:55][C:54]([F:57])=[CH:53][C:52]=2[O:58][CH3:59])=[CH:28][C:29]([NH:32][C:33]2[CH:38]=[C:37]([CH2:39][S:40]([CH2:41][CH2:42][NH:43][C:44](=[O:50])[O:45][C:46]([CH3:49])([CH3:48])[CH3:47])=[N:5][C:3](=[O:4])[C:2]([F:7])([F:6])[F:1])[CH:36]=[CH:35][N:34]=2)=[N:30][CH:31]=1. The catalyst class is: 182. (7) Reactant: [C:1]([C:5]1[CH:9]=[CH:8][NH:7][N:6]=1)([CH3:4])([CH3:3])[CH3:2].[Cl:10]N1C(=O)CCC1=O. Product: [C:1]([C:5]1[C:9]([Cl:10])=[CH:8][NH:7][N:6]=1)([CH3:4])([CH3:3])[CH3:2]. The catalyst class is: 22. (8) Reactant: [Cl:1][C:2]1[CH:3]=[C:4]([C:9]2([C:31]([F:34])([F:33])[F:32])[O:13][N:12]=[C:11]([C:14]3[C:23]4[C:18](=[CH:19][CH:20]=[CH:21][CH:22]=4)[C:17]([C:24]([NH:26][CH2:27][CH2:28][S:29][CH3:30])=[O:25])=[CH:16][CH:15]=3)[CH2:10]2)[CH:5]=[C:6]([Cl:8])[CH:7]=1.C1C=C(Cl)C=C(C(OO)=[O:43])C=1. Product: [Cl:1][C:2]1[CH:3]=[C:4]([C:9]2([C:31]([F:32])([F:34])[F:33])[O:13][N:12]=[C:11]([C:14]3[C:23]4[C:18](=[CH:19][CH:20]=[CH:21][CH:22]=4)[C:17]([C:24]([NH:26][CH2:27][CH2:28][S:29]([CH3:30])=[O:43])=[O:25])=[CH:16][CH:15]=3)[CH2:10]2)[CH:5]=[C:6]([Cl:8])[CH:7]=1. The catalyst class is: 4.